Dataset: Retrosynthesis with 50K atom-mapped reactions and 10 reaction types from USPTO. Task: Predict the reactants needed to synthesize the given product. (1) Given the product O=C(O)c1sc(Br)c(Br)c1Cl, predict the reactants needed to synthesize it. The reactants are: CCOC(=O)c1sc(Br)c(Br)c1Cl. (2) Given the product O=C1C(=Nc2cccc(C(F)(F)F)c2)c2ccccc2N1c1ccc(OCCCBr)cc1, predict the reactants needed to synthesize it. The reactants are: BrCCCBr.O=C1C(=Nc2cccc(C(F)(F)F)c2)c2ccccc2N1c1ccc(O)cc1. (3) The reactants are: NC[C@H](O)c1ccc(O)c(NS(=O)(=O)c2ccccc2)c1.O=C1CCN(c2ccc(CC3SC(=O)NC3=O)cc2)CC1. Given the product O=C1NC(=O)C(Cc2ccc(N3CCC(NC[C@H](O)c4ccc(O)c(NS(=O)(=O)c5ccccc5)c4)CC3)cc2)S1, predict the reactants needed to synthesize it. (4) Given the product CCOC(=O)C(Nc1ccc(C#N)cc1)c1cc(CC)cc(Oc2ccccc2)c1, predict the reactants needed to synthesize it. The reactants are: CCOC(=O)C(Nc1ccc(C#N)cc1)c1cc(O)cc(CC)c1.OB(O)c1ccccc1. (5) Given the product Cc1ccc(S(=O)(=O)OCC2(F)CCN(C(=O)OC(C)(C)C)CC2)cc1, predict the reactants needed to synthesize it. The reactants are: CC(C)(C)OC(=O)N1CCC(F)(CO)CC1.Cc1ccc(S(=O)(=O)Cl)cc1.